Dataset: Reaction yield outcomes from USPTO patents with 853,638 reactions. Task: Predict the reaction yield, written as a fraction of the theoretical maximum amount of product (1.0 means a 100% yield; for example, 0.34 means a 34% yield). (1) The product is [O:3]1[C:8]2=[CH:9][CH:10]=[CH:11][C:7]2=[CH:6][C:5]([CH:12]2[CH2:17][CH2:16][CH2:15][CH2:14][N:13]2[CH2:18][CH2:19][C@H:20]2[CH2:21][CH2:22][C@H:23]([NH:26][S:35]([CH3:34])(=[O:37])=[O:36])[CH2:24][CH2:25]2)=[CH:4]1. The catalyst is ClCCl. The reactants are Cl.Cl.[O:3]1[C:8]2=[CH:9][CH:10]=[CH:11][C:7]2=[CH:6][C:5]([CH:12]2[CH2:17][CH2:16][CH2:15][CH2:14][N:13]2[CH2:18][CH2:19][C@H:20]2[CH2:25][CH2:24][C@H:23]([NH2:26])[CH2:22][CH2:21]2)=[CH:4]1.C(N(CC)CC)C.[CH3:34][S:35](Cl)(=[O:37])=[O:36]. The yield is 0.610. (2) The reactants are [CH3:1][N:2]1[CH:7]([CH3:8])[CH2:6][N:5]2[N:9]=[C:10]([N+:12]([O-])=O)[CH:11]=[C:4]2[CH2:3]1.[H][H]. The catalyst is CO.[Ni]. The product is [CH3:1][N:2]1[CH:7]([CH3:8])[CH2:6][N:5]2[N:9]=[C:10]([NH2:12])[CH:11]=[C:4]2[CH2:3]1. The yield is 0.860. (3) The reactants are [I:1][C:2]1[CH:3]=[C:4]([CH:7]=[CH:8][CH:9]=1)[CH2:5][NH2:6].CC(O)=O.[CH:14](=O)[C:15]1[CH:20]=[CH:19][CH:18]=[CH:17][CH:16]=1.C(O[BH-](OC(=O)C)OC(=O)C)(=O)C.C[N+](C)(C)C. The catalyst is C(Cl)Cl. The product is [CH2:14]([NH:6][CH2:5][C:4]1[CH:7]=[CH:8][CH:9]=[C:2]([I:1])[CH:3]=1)[C:15]1[CH:20]=[CH:19][CH:18]=[CH:17][CH:16]=1. The yield is 0.530. (4) The reactants are [C:1](Cl)(=[O:8])[CH2:2][CH2:3][CH2:4][CH2:5][CH2:6][CH3:7].[Br:10][C:11]1[CH:17]=[C:16]([CH3:18])[C:14]([NH2:15])=[C:13]([CH3:19])[CH:12]=1. The catalyst is C(#N)C. The product is [Br:10][C:11]1[CH:17]=[C:16]([CH3:18])[C:14]([NH:15][C:1](=[O:8])[CH2:2][CH2:3][CH2:4][CH2:5][CH2:6][CH3:7])=[C:13]([CH3:19])[CH:12]=1. The yield is 0.330. (5) The reactants are CS([C:5]1[N:17]=[C:8]2[N:9]=[C:10]([CH2:15][CH3:16])[CH:11]=[C:12]([CH2:13][CH3:14])[N:7]2[N:6]=1)(=O)=O.[C:18]1([N:24]([CH2:28][CH2:29][OH:30])[CH2:25][CH2:26][OH:27])[CH:23]=[CH:22][CH:21]=[CH:20][CH:19]=1. No catalyst specified. The product is [CH2:15]([C:10]1[CH:11]=[C:12]([CH2:13][CH3:14])[N:7]2[N:6]=[C:5]([O:27][CH2:26][CH2:25][N:24]([C:18]3[CH:23]=[CH:22][CH:21]=[CH:20][CH:19]=3)[CH2:28][CH2:29][OH:30])[N:17]=[C:8]2[N:9]=1)[CH3:16]. The yield is 0.430. (6) The reactants are II.[C:3]([O:7][C:8]([NH:10][C@H:11]([CH2:16]I)[C:12]([O:14]C)=O)=[O:9])([CH3:6])([CH3:5])[CH3:4].[NH2:18][C:19]1[C:20](Cl)=[N:21][CH:22]=[C:23]([CH:28]=1)[C:24]([O:26][CH3:27])=[O:25].C(=O)([O-])[O-].[K+].[K+]. The catalyst is CN(C)C=O.[Zn]. The product is [C:3]([O:7][C:8]([NH:10][C@@H:11]1[CH2:16][C:20]2[N:21]=[CH:22][C:23]([C:24]([O:26][CH3:27])=[O:25])=[CH:28][C:19]=2[NH:18][C:12]1=[O:14])=[O:9])([CH3:4])([CH3:5])[CH3:6]. The yield is 0.540.